This data is from NCI-60 drug combinations with 297,098 pairs across 59 cell lines. The task is: Regression. Given two drug SMILES strings and cell line genomic features, predict the synergy score measuring deviation from expected non-interaction effect. (1) Drug 1: CCCCC(=O)OCC(=O)C1(CC(C2=C(C1)C(=C3C(=C2O)C(=O)C4=C(C3=O)C=CC=C4OC)O)OC5CC(C(C(O5)C)O)NC(=O)C(F)(F)F)O. Drug 2: CC1C(C(CC(O1)OC2CC(CC3=C2C(=C4C(=C3O)C(=O)C5=CC=CC=C5C4=O)O)(C(=O)C)O)N)O. Cell line: UO-31. Synergy scores: CSS=48.7, Synergy_ZIP=-2.94, Synergy_Bliss=0.161, Synergy_Loewe=1.05, Synergy_HSA=2.26. (2) Drug 1: CN1CCC(CC1)COC2=C(C=C3C(=C2)N=CN=C3NC4=C(C=C(C=C4)Br)F)OC. Drug 2: B(C(CC(C)C)NC(=O)C(CC1=CC=CC=C1)NC(=O)C2=NC=CN=C2)(O)O. Cell line: IGROV1. Synergy scores: CSS=56.5, Synergy_ZIP=-0.792, Synergy_Bliss=-1.10, Synergy_Loewe=-0.476, Synergy_HSA=-0.536.